From a dataset of Catalyst prediction with 721,799 reactions and 888 catalyst types from USPTO. Predict which catalyst facilitates the given reaction. (1) Reactant: [F:1][C:2]1[CH:7]=[CH:6][C:5]([C:8]2[C:9](=[O:24])[NH:10][N:11]=[CH:12][C:13]=2[C:14]2[CH:19]=[CH:18][C:17]([S:20]([CH3:23])(=[O:22])=[O:21])=[CH:16][CH:15]=2)=[CH:4][CH:3]=1.C([O-])([O-])=O.[K+].[K+].[F:31][C:32]1[CH:39]=[CH:38][C:35]([CH2:36]Br)=[CH:34][CH:33]=1.[Na+].[I-]. Product: [F:31][C:32]1[CH:39]=[CH:38][C:35]([CH2:36][N:10]2[C:9](=[O:24])[C:8]([C:5]3[CH:6]=[CH:7][C:2]([F:1])=[CH:3][CH:4]=3)=[C:13]([C:14]3[CH:19]=[CH:18][C:17]([S:20]([CH3:23])(=[O:22])=[O:21])=[CH:16][CH:15]=3)[CH:12]=[N:11]2)=[CH:34][CH:33]=1. The catalyst class is: 9. (2) Reactant: Cl[C:2]1[C:11]2=[N:12][N:13](CC3C=CC(OC)=CC=3)[CH:14]=[C:10]2[C:9]2[CH:8]=[C:7]([O:24][CH3:25])[CH:6]=[CH:5][C:4]=2[N:3]=1.[NH:26]1[C:34]2[C:29](=[CH:30][C:31]([NH2:35])=[CH:32][CH:33]=2)[CH:28]=[N:27]1.Cl. Product: [NH:26]1[C:34]2[C:29](=[CH:30][C:31]([NH:35][C:2]3[C:11]4=[N:12][NH:13][CH:14]=[C:10]4[C:9]4[CH:8]=[C:7]([O:24][CH3:25])[CH:6]=[CH:5][C:4]=4[N:3]=3)=[CH:32][CH:33]=2)[CH:28]=[N:27]1. The catalyst class is: 71.